From a dataset of Forward reaction prediction with 1.9M reactions from USPTO patents (1976-2016). Predict the product of the given reaction. (1) Given the reactants [C:1]1([C@H:7]([OH:16])[C@H:8]([C:10]2[CH:15]=[CH:14][CH:13]=[CH:12][CH:11]=2)[OH:9])[CH:6]=[CH:5][CH:4]=[CH:3][CH:2]=1.II.[CH3:19][Si:20]([CH3:27])([CH3:26])N[Si:20]([CH3:27])([CH3:26])[CH3:19], predict the reaction product. The product is: [CH3:19][Si:20]([CH3:27])([O:16][C@@H:7]([C:1]1[CH:2]=[CH:3][CH:4]=[CH:5][CH:6]=1)[C@H:8]([C:10]1[CH:15]=[CH:14][CH:13]=[CH:12][CH:11]=1)[O:9][Si:20]([CH3:27])([CH3:26])[CH3:19])[CH3:26]. (2) Given the reactants CS(O[CH:6]1[CH2:11][CH2:10][CH:9]([O:12][C:13]2[C:18]([F:19])=[CH:17][C:16]([C:20]3[CH:25]=[CH:24][C:23]([S:26]([CH3:29])(=[O:28])=[O:27])=[CH:22][CH:21]=3)=[CH:15][C:14]=2[F:30])[CH2:8][CH2:7]1)(=O)=O.[N-:31]=[N+:32]=[N-:33].[Na+], predict the reaction product. The product is: [N:31]([CH:6]1[CH2:11][CH2:10][CH:9]([O:12][C:13]2[C:18]([F:19])=[CH:17][C:16]([C:20]3[CH:25]=[CH:24][C:23]([S:26]([CH3:29])(=[O:28])=[O:27])=[CH:22][CH:21]=3)=[CH:15][C:14]=2[F:30])[CH2:8][CH2:7]1)=[N+:32]=[N-:33]. (3) Given the reactants [C:1]1([CH:7]([C:11]2[CH:16]=[CH:15][CH:14]=[CH:13][CH:12]=2)[C:8](Cl)=[O:9])[CH:6]=[CH:5][CH:4]=[CH:3][CH:2]=1.[NH2:17][CH2:18][CH2:19][CH2:20][N:21]1[CH2:26][CH2:25][CH:24]([C:27]2[CH:28]=[CH:29][C:30]([F:39])=[C:31]([NH:33][C:34](=[O:38])[CH:35]([CH3:37])[CH3:36])[CH:32]=2)[CH2:23][CH2:22]1, predict the reaction product. The product is: [C:1]1([CH:7]([C:11]2[CH:16]=[CH:15][CH:14]=[CH:13][CH:12]=2)[C:8]([NH:17][CH2:18][CH2:19][CH2:20][N:21]2[CH2:22][CH2:23][CH:24]([C:27]3[CH:28]=[CH:29][C:30]([F:39])=[C:31]([NH:33][C:34](=[O:38])[CH:35]([CH3:37])[CH3:36])[CH:32]=3)[CH2:25][CH2:26]2)=[O:9])[CH:6]=[CH:5][CH:4]=[CH:3][CH:2]=1. (4) Given the reactants [C:1]1([C:7](=O)[CH2:8][CH2:9][CH2:10][C:11]2[CH:16]=[CH:15][N:14]=[CH:13][CH:12]=2)[CH:6]=[CH:5][CH:4]=[CH:3][CH:2]=1.Cl.[NH2:19][OH:20].C([O-])(=O)C.[Na+].O, predict the reaction product. The product is: [C:1]1([C:7](=[N:19][OH:20])[CH2:8][CH2:9][CH2:10][C:11]2[CH:16]=[CH:15][N:14]=[CH:13][CH:12]=2)[CH:6]=[CH:5][CH:4]=[CH:3][CH:2]=1. (5) Given the reactants [OH:1][CH2:2][CH2:3][N:4]([CH:22]([CH3:24])[CH3:23])[C:5]([C:7]1[N:16]=[C:15]2[N:9]([CH2:10][CH2:11][O:12][C:13]3[CH:20]=[C:19](Br)[CH:18]=[CH:17][C:14]=32)[CH:8]=1)=[O:6].B1([C:34]2[CH2:39][CH2:38][N:37]([C:40]([O:42][C:43]([CH3:46])([CH3:45])[CH3:44])=[O:41])[CH2:36][CH:35]=2)OC(C)(C)C(C)(C)O1.C(=O)([O-])[O-].[K+].[K+].C(Cl)Cl, predict the reaction product. The product is: [C:43]([O:42][C:40]([N:37]1[CH2:36][CH:35]=[C:34]([C:19]2[CH:18]=[CH:17][C:14]3[C:15]4[N:9]([CH2:10][CH2:11][O:12][C:13]=3[CH:20]=2)[CH:8]=[C:7]([C:5](=[O:6])[N:4]([CH2:3][CH2:2][OH:1])[CH:22]([CH3:24])[CH3:23])[N:16]=4)[CH2:39][CH2:38]1)=[O:41])([CH3:46])([CH3:44])[CH3:45].